From a dataset of Full USPTO retrosynthesis dataset with 1.9M reactions from patents (1976-2016). Predict the reactants needed to synthesize the given product. (1) The reactants are: Cl[C:2]1[CH:7]=[C:6]([C:8]2[CH:13]=[CH:12][C:11]([F:14])=[CH:10][C:9]=2[O:15][CH3:16])[C:5]([F:17])=[CH:4][N:3]=1.[NH2:18][C:19]1[CH:24]=[C:23]([CH2:25][OH:26])[CH:22]=[CH:21][N:20]=1.CC1(C)C2C=CC=C(P(C3C=CC=CC=3)C3C=CC=CC=3)C=2OC2C1=CC=CC=2P(C1C=CC=CC=1)C1C=CC=CC=1.C(=O)([O-])[O-].[Cs+].[Cs+]. Given the product [F:17][C:5]1[C:6]([C:8]2[CH:13]=[CH:12][C:11]([F:14])=[CH:10][C:9]=2[O:15][CH3:16])=[CH:7][C:2]([NH:18][C:19]2[CH:24]=[C:23]([CH2:25][OH:26])[CH:22]=[CH:21][N:20]=2)=[N:3][CH:4]=1, predict the reactants needed to synthesize it. (2) Given the product [NH2:19][C:4]1[C:3]([OH:22])=[C:2]([Cl:1])[CH:7]=[C:6]([F:8])[C:5]=1[N:9]1[C:13](=[O:14])[N:12]([CH2:15][CH2:16][CH2:17][F:18])[N:11]=[N:10]1, predict the reactants needed to synthesize it. The reactants are: [Cl:1][C:2]1[CH:7]=[C:6]([F:8])[C:5]([N:9]2[C:13](=[O:14])[N:12]([CH2:15][CH2:16][CH2:17][F:18])[N:11]=[N:10]2)=[C:4]([N+:19]([O-])=O)[C:3]=1[OH:22]. (3) Given the product [Br:11][C:9]1[CH:10]=[C:5]([C:3]2[N:12]=[C:13]3[CH:18]=[CH:17][CH:16]=[CH:15][N:14]3[CH:2]=2)[CH:6]=[N:7][CH:8]=1, predict the reactants needed to synthesize it. The reactants are: Br[CH2:2][C:3]([C:5]1[CH:6]=[N:7][CH:8]=[C:9]([Br:11])[CH:10]=1)=O.[NH2:12][C:13]1[CH:18]=[CH:17][CH:16]=[CH:15][N:14]=1. (4) The reactants are: [NH2:1][C@:2]12[CH2:36][CH2:35][C@@H:34]([C:37]3([CH3:40])[CH2:39][CH2:38]3)[C@@H:3]1[C@@H:4]1[C@@:17]([CH3:20])([CH2:18][CH2:19]2)[C@@:16]2([CH3:21])[C@@H:7]([C@:8]3([CH3:33])[C@@H:13]([CH2:14][CH2:15]2)[C:12]([CH3:23])([CH3:22])[C:11]([C:24]2[CH:32]=[CH:31][C:27]([C:28]([OH:30])=[O:29])=[CH:26][CH:25]=2)=[CH:10][CH2:9]3)[CH2:6][CH2:5]1.[H][H]. Given the product [NH2:1][C@:2]12[CH2:36][CH2:35][C@@H:34]([C:37]3([CH3:40])[CH2:38][CH2:39]3)[C@@H:3]1[C@@H:4]1[C@@:17]([CH3:20])([CH2:18][CH2:19]2)[C@@:16]2([CH3:21])[C@@H:7]([C@:8]3([CH3:33])[C@@H:13]([CH2:14][CH2:15]2)[C:12]([CH3:22])([CH3:23])[C@@H:11]([C:24]2[CH:25]=[CH:26][C:27]([C:28]([OH:30])=[O:29])=[CH:31][CH:32]=2)[CH2:10][CH2:9]3)[CH2:6][CH2:5]1, predict the reactants needed to synthesize it. (5) Given the product [CH:27]1([NH:26][C:25]([CH:22]2[CH2:21][CH2:20][N:19]([CH:15]([C:12]3[CH:11]=[CH:10][C:9]([Cl:8])=[CH:14][CH:13]=3)[C:16]([NH:49][S:46]([C:38]3[CH:37]=[C:36]([C:35]([F:51])([F:50])[F:34])[CH:41]=[C:40]([C:42]([F:43])([F:44])[F:45])[CH:39]=3)(=[O:47])=[O:48])=[O:17])[CH2:24][CH2:23]2)=[O:33])[CH2:32][CH2:31][CH2:30][CH2:29][CH2:28]1, predict the reactants needed to synthesize it. The reactants are: C(N(CC)CC)C.[Cl:8][C:9]1[CH:14]=[CH:13][C:12]([CH:15]([N:19]2[CH2:24][CH2:23][CH:22]([C:25](=[O:33])[NH:26][CH:27]3[CH2:32][CH2:31][CH2:30][CH2:29][CH2:28]3)[CH2:21][CH2:20]2)[C:16](O)=[O:17])=[CH:11][CH:10]=1.[F:34][C:35]([F:51])([F:50])[C:36]1[CH:37]=[C:38]([S:46]([NH2:49])(=[O:48])=[O:47])[CH:39]=[C:40]([C:42]([F:45])([F:44])[F:43])[CH:41]=1.O. (6) Given the product [CH:9]1[NH:18][CH:5]=[CH:6][C:11]2[C:10]=1[CH:14]=[CH:13][CH:12]=2, predict the reactants needed to synthesize it. The reactants are: CC(O[CH2:5][C:6]1[C:11]2=[CH:12][CH:13]=[C:14](C=O)[C:10]2=[CH:9]OC=1)=O.C[N:18](C)CCCN. (7) Given the product [C:1]1([CH:7]([C:16]2[CH:21]=[CH:20][CH:19]=[CH:18][CH:17]=2)[N:8]2[CH2:11][C:10]([OH:15])([C:12]([OH:22])=[O:13])[CH2:9]2)[CH:6]=[CH:5][CH:4]=[CH:3][CH:2]=1, predict the reactants needed to synthesize it. The reactants are: [C:1]1([CH:7]([C:16]2[CH:21]=[CH:20][CH:19]=[CH:18][CH:17]=2)[N:8]2[CH2:11][C:10]([OH:15])([C:12](N)=[O:13])[CH2:9]2)[CH:6]=[CH:5][CH:4]=[CH:3][CH:2]=1.[OH-:22].[Na+]. (8) Given the product [CH2:20]([O:21][CH2:22][CH:23]=[CH2:24])[CH:15]=[CH2:14].[C:25]([OH:30])(=[S:29])[CH:26]([CH3:28])[OH:27], predict the reactants needed to synthesize it. The reactants are: CC(N=NC(C#N)(C)C)(C#N)C.C[CH2:14][C:15]([CH2:20][O:21][CH2:22][CH:23]=[CH2:24])(CO)CO.[C:25]([OH:30])(=[S:29])[CH:26]([CH3:28])[OH:27].